Dataset: Forward reaction prediction with 1.9M reactions from USPTO patents (1976-2016). Task: Predict the product of the given reaction. (1) Given the reactants [CH2:1]([N:8]1[C:17]2[C:12](=[CH:13][CH:14]=[C:15]([F:18])[CH:16]=2)[N:11]([C:19](=[O:28])[C:20]2[CH:25]=[CH:24][C:23]([O:26]C)=[CH:22][CH:21]=2)[C@H:10]([CH2:29][CH3:30])[C:9]1=[O:31])[C:2]1[CH:7]=[CH:6][CH:5]=[CH:4][CH:3]=1.B(Cl)(Cl)Cl, predict the reaction product. The product is: [CH2:1]([N:8]1[C:17]2[C:12](=[CH:13][CH:14]=[C:15]([F:18])[CH:16]=2)[N:11]([C:19](=[O:28])[C:20]2[CH:21]=[CH:22][C:23]([OH:26])=[CH:24][CH:25]=2)[C@H:10]([CH2:29][CH3:30])[C:9]1=[O:31])[C:2]1[CH:7]=[CH:6][CH:5]=[CH:4][CH:3]=1. (2) Given the reactants [Cl:1][CH2:2][CH2:3][CH2:4][CH2:5][N:6]1[C@@H:10](/[CH:11]=[CH:12]/[C:13](=[O:21])[CH2:14][C:15]2[CH:20]=[CH:19][CH:18]=[CH:17][CH:16]=2)[CH2:9][CH2:8][C:7]1=[O:22].[BH4-].[Na+], predict the reaction product. The product is: [Cl:1][CH2:2][CH2:3][CH2:4][CH2:5][N:6]1[C@@H:10](/[CH:11]=[CH:12]/[CH:13]([OH:21])[CH2:14][C:15]2[CH:20]=[CH:19][CH:18]=[CH:17][CH:16]=2)[CH2:9][CH2:8][C:7]1=[O:22].